Dataset: Forward reaction prediction with 1.9M reactions from USPTO patents (1976-2016). Task: Predict the product of the given reaction. (1) Given the reactants [NH2:1][C:2]1[NH:6][N:5]=[CH:4][C:3]=1[C:7]([C:9]1[S:10][CH:11]=[CH:12][CH:13]=1)=[O:8].CN(C)[CH:16]=[CH:17][C:18]([C:20]1[CH:21]=[CH:22][C:23]([O:31][CH3:32])=[C:24]([N:26]([CH3:30])[C:27](=[O:29])[CH3:28])[CH:25]=1)=O.C(OCC)(=O)C, predict the reaction product. The product is: [CH3:32][O:31][C:23]1[CH:22]=[CH:21][C:20]([C:18]2[N:6]3[N:5]=[CH:4][C:3]([C:7]([C:9]4[S:10][CH:11]=[CH:12][CH:13]=4)=[O:8])=[C:2]3[N:1]=[CH:16][CH:17]=2)=[CH:25][C:24]=1[N:26]([CH3:30])[C:27](=[O:29])[CH3:28]. (2) Given the reactants [H-].[H-].[H-].[H-].[Li+].[Al+3].[CH3:7][N:8]1[C:15](=O)[CH:14]2[NH:17][CH:10]([CH2:11][CH2:12][CH2:13]2)[C:9]1=O.Cl, predict the reaction product. The product is: [CH3:7][N:8]1[CH2:15][CH:14]2[NH:17][CH:10]([CH2:11][CH2:12][CH2:13]2)[CH2:9]1.